This data is from Full USPTO retrosynthesis dataset with 1.9M reactions from patents (1976-2016). The task is: Predict the reactants needed to synthesize the given product. (1) Given the product [CH2:21]([N:11]1[C:12]2[C:7](=[C:6]([OH:39])[C:5]([C:3]([NH:40][CH2:41][CH2:42][C:43]([OH:45])=[O:44])=[O:4])=[N:14][C:13]=2[C:15]2[CH:16]=[N:17][CH:18]=[CH:19][CH:20]=2)[CH:8]=[C:9]([C:29]2[CH:34]=[CH:33][CH:32]=[C:31]([C:35]([F:36])([F:38])[F:37])[CH:30]=2)[C:10]1=[O:28])[C:22]1[CH:23]=[CH:24][CH:25]=[CH:26][CH:27]=1, predict the reactants needed to synthesize it. The reactants are: CO[C:3]([C:5]1[C:6]([OH:39])=[C:7]2[C:12](=[C:13]([C:15]3[CH:16]=[N:17][CH:18]=[CH:19][CH:20]=3)[N:14]=1)[N:11]([CH2:21][C:22]1[CH:27]=[CH:26][CH:25]=[CH:24][CH:23]=1)[C:10](=[O:28])[C:9]([C:29]1[CH:34]=[CH:33][CH:32]=[C:31]([C:35]([F:38])([F:37])[F:36])[CH:30]=1)=[CH:8]2)=[O:4].[NH2:40][CH2:41][CH2:42][C:43]([OH:45])=[O:44].C[O-].[Na+]. (2) Given the product [Cl:15][C:9]1[CH:10]=[CH:11][CH:12]=[C:13]2[C:8]=1[N:7]=[C:6]([C:16]1[CH:21]=[C:20]([F:22])[CH:19]=[CH:18][C:17]=1[O:23][CH3:24])[C:5]([CH2:4][NH2:1])=[CH:14]2, predict the reactants needed to synthesize it. The reactants are: [N:1]([CH2:4][C:5]1[C:6]([C:16]2[CH:21]=[C:20]([F:22])[CH:19]=[CH:18][C:17]=2[O:23][CH3:24])=[N:7][C:8]2[C:13]([CH:14]=1)=[CH:12][CH:11]=[CH:10][C:9]=2[Cl:15])=[N+]=[N-]. (3) Given the product [F:1][C:2]([F:7])([F:6])[C:3]([OH:5])=[O:4].[S:8]1[CH:12]=[CH:11][N:10]=[C:9]1[C:13]1[CH:18]=[CH:17][CH:16]=[CH:15][C:14]=1[NH:19][C:20](=[O:21])[O:22][CH2:23][CH:24]1[CH2:29][CH2:28][NH:27][CH2:26][CH2:25]1, predict the reactants needed to synthesize it. The reactants are: [F:1][C:2]([F:7])([F:6])[C:3]([OH:5])=[O:4].[S:8]1[CH:12]=[CH:11][N:10]=[C:9]1[C:13]1[CH:18]=[CH:17][CH:16]=[CH:15][C:14]=1[NH:19][C:20]([O:22][CH2:23][CH:24]1[CH2:29][CH2:28][N:27](C(OC(C)(C)C)=O)[CH2:26][CH2:25]1)=[O:21]. (4) The reactants are: [CH2:1]([NH:3][C:4]([NH:6][C:7]1[CH:12]=[CH:11][C:10]([C:13]2[N:21]=[C:20]3[C:16]([N:17]=[C:18]([C:24]4([OH:28])CO[CH2:25]4)[N:19]3[CH2:22]C)=[C:15]([N:29]3[CH2:34][CH2:33][O:32][CH2:31][C@@H:30]3[CH3:35])[N:14]=2)=[CH:9][CH:8]=1)=[O:5])[CH3:2].ClC1N=C2C(N=C(C3(O)C[N:49]([C:51]([O:53][C:54]([CH3:57])([CH3:56])[CH3:55])=[O:52])[CH2:48]3)N2C)=C(N2CCOC[C@@H]2C)N=1. Given the product [CH2:1]([NH:3][C:4](=[O:5])[NH:6][C:7]1[CH:8]=[CH:9][C:10]([C:13]2[N:21]=[C:20]3[C:16]([N:17]=[C:18]([C:24]4([OH:28])[CH2:25][N:49]([C:51]([O:53][C:54]([CH3:57])([CH3:56])[CH3:55])=[O:52])[CH2:48]4)[N:19]3[CH3:22])=[C:15]([N:29]3[CH2:34][CH2:33][O:32][CH2:31][C@@H:30]3[CH3:35])[N:14]=2)=[CH:11][CH:12]=1)[CH3:2], predict the reactants needed to synthesize it. (5) Given the product [Br:11][C:12]1[CH:13]=[C:14]2[C:19](=[CH:20][CH:21]=1)[N:18]=[C:17]([NH:8][CH:5]1[CH2:6][CH2:7][N:2]([CH3:1])[CH2:3][CH2:4]1)[N:16]=[CH:15]2, predict the reactants needed to synthesize it. The reactants are: [CH3:1][N:2]1[CH2:7][CH2:6][CH:5]([NH2:8])[CH2:4][CH2:3]1.[H-].[Na+].[Br:11][C:12]1[CH:13]=[C:14]2[C:19](=[CH:20][CH:21]=1)[N:18]=[C:17](I)[N:16]=[CH:15]2.